Regression. Given two drug SMILES strings and cell line genomic features, predict the synergy score measuring deviation from expected non-interaction effect. From a dataset of NCI-60 drug combinations with 297,098 pairs across 59 cell lines. (1) Drug 1: CC1=C(N=C(N=C1N)C(CC(=O)N)NCC(C(=O)N)N)C(=O)NC(C(C2=CN=CN2)OC3C(C(C(C(O3)CO)O)O)OC4C(C(C(C(O4)CO)O)OC(=O)N)O)C(=O)NC(C)C(C(C)C(=O)NC(C(C)O)C(=O)NCCC5=NC(=CS5)C6=NC(=CS6)C(=O)NCCC[S+](C)C)O. Drug 2: CCN(CC)CCCC(C)NC1=C2C=C(C=CC2=NC3=C1C=CC(=C3)Cl)OC. Cell line: UACC62. Synergy scores: CSS=15.6, Synergy_ZIP=-5.27, Synergy_Bliss=-1.37, Synergy_Loewe=-4.85, Synergy_HSA=-0.0957. (2) Drug 1: COCCOC1=C(C=C2C(=C1)C(=NC=N2)NC3=CC=CC(=C3)C#C)OCCOC. Drug 2: C1CCC(C(C1)[NH-])[NH-].C(=O)(C(=O)[O-])[O-].[Pt+4]. Cell line: NCIH23. Synergy scores: CSS=51.7, Synergy_ZIP=-7.17, Synergy_Bliss=-8.26, Synergy_Loewe=-6.40, Synergy_HSA=-2.35. (3) Drug 1: CC(CN1CC(=O)NC(=O)C1)N2CC(=O)NC(=O)C2. Drug 2: CCN(CC)CCNC(=O)C1=C(NC(=C1C)C=C2C3=C(C=CC(=C3)F)NC2=O)C. Cell line: A549. Synergy scores: CSS=37.4, Synergy_ZIP=2.56, Synergy_Bliss=3.14, Synergy_Loewe=1.85, Synergy_HSA=2.57. (4) Drug 1: CC1=C(C=C(C=C1)NC(=O)C2=CC=C(C=C2)CN3CCN(CC3)C)NC4=NC=CC(=N4)C5=CN=CC=C5. Drug 2: CC1=C(C(=CC=C1)Cl)NC(=O)C2=CN=C(S2)NC3=CC(=NC(=N3)C)N4CCN(CC4)CCO. Cell line: KM12. Synergy scores: CSS=-3.53, Synergy_ZIP=2.59, Synergy_Bliss=1.07, Synergy_Loewe=-4.69, Synergy_HSA=-3.88. (5) Drug 1: C1=CN(C=N1)CC(O)(P(=O)(O)O)P(=O)(O)O. Drug 2: C1CC(=O)NC(=O)C1N2C(=O)C3=CC=CC=C3C2=O. Cell line: SK-MEL-28. Synergy scores: CSS=4.68, Synergy_ZIP=6.40, Synergy_Bliss=0.485, Synergy_Loewe=0.958, Synergy_HSA=-0.378. (6) Drug 1: C1=CN(C(=O)N=C1N)C2C(C(C(O2)CO)O)O.Cl. Drug 2: COC1=NC(=NC2=C1N=CN2C3C(C(C(O3)CO)O)O)N. Cell line: SK-MEL-28. Synergy scores: CSS=1.15, Synergy_ZIP=0.701, Synergy_Bliss=1.83, Synergy_Loewe=-2.21, Synergy_HSA=-1.71. (7) Drug 1: C1=CC(=CC=C1C#N)C(C2=CC=C(C=C2)C#N)N3C=NC=N3. Drug 2: CC1=C2C(C(=O)C3(C(CC4C(C3C(C(C2(C)C)(CC1OC(=O)C(C(C5=CC=CC=C5)NC(=O)C6=CC=CC=C6)O)O)OC(=O)C7=CC=CC=C7)(CO4)OC(=O)C)O)C)OC(=O)C. Cell line: SK-MEL-5. Synergy scores: CSS=7.43, Synergy_ZIP=3.73, Synergy_Bliss=7.23, Synergy_Loewe=-19.9, Synergy_HSA=-11.2. (8) Drug 1: CC12CCC3C(C1CCC2=O)CC(=C)C4=CC(=O)C=CC34C. Drug 2: CC1=C(C(CCC1)(C)C)C=CC(=CC=CC(=CC(=O)O)C)C. Cell line: LOX IMVI. Synergy scores: CSS=30.9, Synergy_ZIP=0.795, Synergy_Bliss=-3.20, Synergy_Loewe=-1.30, Synergy_HSA=-1.10. (9) Drug 1: C1=CC(=CC=C1CCC2=CNC3=C2C(=O)NC(=N3)N)C(=O)NC(CCC(=O)O)C(=O)O. Drug 2: CC1C(C(CC(O1)OC2CC(CC3=C2C(=C4C(=C3O)C(=O)C5=C(C4=O)C(=CC=C5)OC)O)(C(=O)C)O)N)O.Cl. Cell line: SF-268. Synergy scores: CSS=37.9, Synergy_ZIP=-4.24, Synergy_Bliss=2.23, Synergy_Loewe=1.72, Synergy_HSA=2.33.